From a dataset of Reaction yield outcomes from USPTO patents with 853,638 reactions. Predict the reaction yield, written as a fraction of the theoretical maximum amount of product (1.0 means a 100% yield; for example, 0.34 means a 34% yield). The reactants are CC([O-])(CC)C.[K+].[C:8](#[N:10])[CH3:9].[CH3:11][N:12]1[CH2:17][CH2:16][N:15]([C:18]2[CH:19]=[C:20]([CH:25]=[CH:26][CH:27]=2)[C:21]([O:23]C)=O)[CH2:14][CH2:13]1. The catalyst is C1COCC1. The product is [CH3:11][N:12]1[CH2:13][CH2:14][N:15]([C:18]2[CH:19]=[C:20]([C:21](=[O:23])[CH2:9][C:8]#[N:10])[CH:25]=[CH:26][CH:27]=2)[CH2:16][CH2:17]1. The yield is 0.240.